Dataset: Forward reaction prediction with 1.9M reactions from USPTO patents (1976-2016). Task: Predict the product of the given reaction. (1) Given the reactants [Cl:1][C:2]1[CH:9]=[CH:8][C:5]([C:6]#[N:7])=[C:4]([O:10][CH:11]([C:23]2[CH:27]=[CH:26][S:25][CH:24]=2)[CH2:12][CH2:13][CH2:14][O:15][Si](C(C)(C)C)(C)C)[CH:3]=1.C1(C)C=CC(S([O-])(=O)=O)=CC=1.[NH+]1C=CC=CC=1, predict the reaction product. The product is: [Cl:1][C:2]1[CH:9]=[CH:8][C:5]([C:6]#[N:7])=[C:4]([O:10][CH:11]([C:23]2[CH:27]=[CH:26][S:25][CH:24]=2)[CH2:12][CH2:13][CH2:14][OH:15])[CH:3]=1. (2) Given the reactants Br[CH:2]([CH3:4])[CH3:3].[Mg].[CH3:6][O:7][C:8]1[CH:9]=[C:10]([CH:13]=[CH:14][C:15]=1[O:16][CH3:17])[CH:11]=[O:12].S(=O)(=O)(O)O, predict the reaction product. The product is: [CH3:6][O:7][C:8]1[CH:9]=[C:10]([CH:11]([OH:12])[CH:2]([CH3:4])[CH3:3])[CH:13]=[CH:14][C:15]=1[O:16][CH3:17].